Dataset: Reaction yield outcomes from USPTO patents with 853,638 reactions. Task: Predict the reaction yield, written as a fraction of the theoretical maximum amount of product (1.0 means a 100% yield; for example, 0.34 means a 34% yield). The reactants are [O:1]1[CH2:6][CH2:5][N:4]([S:7]([C:10]2[CH:19]=[CH:18][C:13]([C:14](OC)=[O:15])=[CH:12][CH:11]=2)(=[O:9])=[O:8])[CH2:3][CH2:2]1.[NH2:20][NH2:21]. The catalyst is CO. The product is [O:1]1[CH2:6][CH2:5][N:4]([S:7]([C:10]2[CH:19]=[CH:18][C:13]([C:14]([NH:20][NH2:21])=[O:15])=[CH:12][CH:11]=2)(=[O:9])=[O:8])[CH2:3][CH2:2]1. The yield is 0.740.